Dataset: Forward reaction prediction with 1.9M reactions from USPTO patents (1976-2016). Task: Predict the product of the given reaction. (1) Given the reactants [NH2:1][OH:2].O.[F:4][C:5]1[CH:10]=[C:9]([CH3:11])[CH:8]=[CH:7][C:6]=1[S:12](Cl)(=[O:14])=[O:13].C(OCC)C, predict the reaction product. The product is: [F:4][C:5]1[CH:10]=[C:9]([CH3:11])[CH:8]=[CH:7][C:6]=1[S:12]([NH:1][OH:2])(=[O:14])=[O:13]. (2) The product is: [I:15][C:3]1[C:2]([OH:1])=[CH:7][C:6]([Cl:8])=[CH:5][N:4]=1. Given the reactants [OH:1][C:2]1[CH:3]=[N:4][CH:5]=[C:6]([Cl:8])[CH:7]=1.C([O-])([O-])=O.[Na+].[Na+].[I:15]I.Cl, predict the reaction product.